Task: Predict the product of the given reaction.. Dataset: Forward reaction prediction with 1.9M reactions from USPTO patents (1976-2016) Given the reactants [Cl:1][C:2]1[CH:7]=[CH:6][C:5]([O:8][C:9]2[CH:14]=[CH:13][C:12]([CH2:15][CH2:16][OH:17])=[CH:11][CH:10]=2)=[CH:4][C:3]=1[C:18]([F:21])([F:20])[F:19].[N:22]#[C:23][NH2:24].[F:25][C:26]([F:32])([F:31])[S:27]([OH:30])(=[O:29])=[O:28], predict the reaction product. The product is: [OH:30][S:27]([C:26]([F:32])([F:31])[F:25])(=[O:29])=[O:28].[C:23](=[NH:22])([O:17][CH2:16][CH2:15][C:12]1[CH:11]=[CH:10][C:9]([O:8][C:5]2[CH:6]=[CH:7][C:2]([Cl:1])=[C:3]([C:18]([F:19])([F:20])[F:21])[CH:4]=2)=[CH:14][CH:13]=1)[NH2:24].